Task: Predict the reactants needed to synthesize the given product.. Dataset: Full USPTO retrosynthesis dataset with 1.9M reactions from patents (1976-2016) (1) Given the product [Br:1][C:2]1[CH:3]=[C:4]([C:9]2[N:13]([CH3:14])[N:12]=[C:11]([C:15](=[N:20][NH:19][C:21]([NH:23][C:24]3[CH:32]=[CH:31][C:27]([C:28]([OH:30])=[O:29])=[CH:26][CH:25]=3)=[S:22])[CH3:16])[C:10]=2[OH:18])[CH:5]=[CH:6][C:7]=1[F:8], predict the reactants needed to synthesize it. The reactants are: [Br:1][C:2]1[CH:3]=[C:4]([C:9]2[N:13]([CH3:14])[N:12]=[C:11]([C:15](=O)[CH3:16])[C:10]=2[OH:18])[CH:5]=[CH:6][C:7]=1[F:8].[NH:19]([C:21]([NH:23][C:24]1[CH:32]=[CH:31][C:27]([C:28]([OH:30])=[O:29])=[CH:26][CH:25]=1)=[S:22])[NH2:20].CN(C)C=O. (2) Given the product [Cl:19][C:18]1[C:13]2[C:12]([C:20]3[CH:25]=[CH:24][C:23]([CH3:26])=[CH:22][CH:21]=3)=[CH:11][NH:10][C:14]=2[N:15]=[CH:16][N:17]=1, predict the reactants needed to synthesize it. The reactants are: C1(S([N:10]2[C:14]3[N:15]=[CH:16][N:17]=[C:18]([Cl:19])[C:13]=3[C:12]([C:20]3[CH:25]=[CH:24][C:23]([CH3:26])=[CH:22][CH:21]=3)=[CH:11]2)(=O)=O)C=CC=CC=1.CCCC[N+](CCCC)(CCCC)CCCC.[F-]. (3) Given the product [Cl:18][C:19]1[CH:24]=[CH:23][CH:22]=[C:21]([O:25][CH3:26])[C:20]=1[C:2]1[CH:3]=[C:4]2[C:9](=[CH:10][CH:11]=1)[N:8]=[CH:7][N:6]([C:12](=[O:16])[CH2:13][CH2:14][OH:15])[C:5]2=[O:17], predict the reactants needed to synthesize it. The reactants are: Br[C:2]1[CH:3]=[C:4]2[C:9](=[CH:10][CH:11]=1)[N:8]=[CH:7][N:6]([C:12](=[O:16])[CH2:13][CH2:14][OH:15])[C:5]2=[O:17].[Cl:18][C:19]1[CH:24]=[CH:23][CH:22]=[C:21]([O:25][CH3:26])[C:20]=1B(O)O.C(=O)([O-])[O-].[K+].[K+].C1(P(C2C=CC=CC=2)C2C=CC=CC=2)C=CC=CC=1.C(=O)(O)[O-].